Task: Predict the reactants needed to synthesize the given product.. Dataset: Full USPTO retrosynthesis dataset with 1.9M reactions from patents (1976-2016) (1) Given the product [Br:1][C:2]1[CH:3]=[CH:4][C:5]2[S:9][C:8]([Si:12]([CH3:15])([CH3:14])[CH3:13])=[CH:7][C:6]=2[CH:10]=1, predict the reactants needed to synthesize it. The reactants are: [Br:1][C:2]1[CH:3]=[CH:4][C:5]2[S:9][CH:8]=[CH:7][C:6]=2[CH:10]=1.Cl[Si:12]([CH3:15])([CH3:14])[CH3:13].C([N-]C(C)C)(C)C.[Li+]. (2) Given the product [Br:1][C:2]1[CH:7]=[C:6]2[C:5]([CH2:8][CH2:9][CH2:10][C:11]2=[O:12])=[CH:4][CH:3]=1, predict the reactants needed to synthesize it. The reactants are: [Br:1][C:2]1[CH:7]=[CH:6][CH:5]=[CH:4][CH:3]=1.[C:8]1(=O)O[C:11](=[O:12])[CH2:10][CH2:9]1. (3) Given the product [CH3:1][C:2]1[CH:3]=[CH:4][C:5]2[CH:9]=[C:8]([C:15]3[CH:20]=[CH:19][C:18]([C:21]4[CH:26]=[CH:25][CH:24]=[CH:23][CH:22]=4)=[C:17]([C:27]([F:28])([F:30])[F:29])[CH:16]=3)[S:7][C:6]=2[CH:13]=1, predict the reactants needed to synthesize it. The reactants are: [CH3:1][C:2]1[CH:3]=[CH:4][C:5]2[CH:9]=[C:8](B(O)O)[S:7][C:6]=2[CH:13]=1.Br[C:15]1[CH:20]=[CH:19][C:18]([C:21]2[CH:26]=[CH:25][CH:24]=[CH:23][CH:22]=2)=[C:17]([C:27]([F:30])([F:29])[F:28])[CH:16]=1.[Al].C(=O)([O-])[O-].[Na+].[Na+]. (4) Given the product [Cl:1][C:2]1[CH:3]=[N:4][CH:5]=[C:6]([Cl:8])[C:7]=1[I:17], predict the reactants needed to synthesize it. The reactants are: [Cl:1][C:2]1[CH:3]=[N:4][CH:5]=[C:6]([Cl:8])[CH:7]=1.[Li+].CC([N-]C(C)C)C.[I:17]I. (5) Given the product [CH3:13][N:9]1[CH2:8][C@@H:7]([C:14]2[CH:23]=[CH:22][C:21]3[C:16](=[CH:17][CH:18]=[CH:19][CH:20]=3)[CH:15]=2)[C:6]2[C:11](=[CH:12][C:3]([OH:2])=[CH:4][CH:5]=2)[CH2:10]1, predict the reactants needed to synthesize it. The reactants are: C[O:2][C:3]1[CH:12]=[C:11]2[C:6]([C@H:7]([C:14]3[CH:23]=[CH:22][C:21]4[C:16](=[CH:17][CH:18]=[CH:19][CH:20]=4)[CH:15]=3)[CH2:8][N:9]([CH3:13])[CH2:10]2)=[CH:5][CH:4]=1.CC(O)=O. (6) Given the product [CH3:27][C:16]1[CH:15]=[C:14]([S:13][CH2:12][CH2:11][CH2:10][C:8]2[S:9][C:5]3[CH:4]=[C:3]([C:43]([F:46])([F:45])[F:44])[CH:2]=[CH:29][C:6]=3[CH:7]=2)[CH:19]=[CH:18][C:17]=1[O:20][CH2:21][C:22]([O:24][CH2:25][CH3:26])=[O:23], predict the reactants needed to synthesize it. The reactants are: Br[C:2]1[CH:3]=[CH:4][C:5]2[S:9][C:8]([CH2:10][CH2:11][CH2:12][S:13][C:14]3[CH:19]=[CH:18][C:17]([O:20][CH2:21][C:22]([O:24][CH2:25][CH3:26])=[O:23])=[C:16]([CH3:27])[CH:15]=3)=[C:7](C)[C:6]=2[CH:29]=1.BrCCCC1SC2C=C([C:43]([F:46])([F:45])[F:44])C=CC=2C=1. (7) Given the product [Cl:1][C:2]1[CH:3]=[C:4]([S:9]([N:12]2[CH2:21][CH2:20][C:19]3[C:14](=[CH:15][CH:16]=[CH:17][CH:18]=3)[CH:13]2[CH2:22][C:23]([OH:25])=[O:24])(=[O:10])=[O:11])[CH:5]=[CH:6][C:7]=1[Cl:8], predict the reactants needed to synthesize it. The reactants are: [Cl:1][C:2]1[CH:3]=[C:4]([S:9]([N:12]2[CH2:21][CH2:20][C:19]3[C:14](=[CH:15][CH:16]=[CH:17][CH:18]=3)[CH:13]2[CH2:22][C:23]([O:25]C)=[O:24])(=[O:11])=[O:10])[CH:5]=[CH:6][C:7]=1[Cl:8].C1COCC1.[OH-].[Na+].